Dataset: Full USPTO retrosynthesis dataset with 1.9M reactions from patents (1976-2016). Task: Predict the reactants needed to synthesize the given product. (1) Given the product [CH3:1][NH:2][C:3]1[CH:4]=[C:5]([C:12]2[CH:17]=[CH:16][CH:15]=[C:14]([C:18]([F:19])([F:20])[F:21])[CH:13]=2)[CH:6]=[CH:7][C:8]=1[NH2:9], predict the reactants needed to synthesize it. The reactants are: [CH3:1][NH:2][C:3]1[CH:4]=[C:5]([C:12]2[CH:17]=[CH:16][CH:15]=[C:14]([C:18]([F:21])([F:20])[F:19])[CH:13]=2)[CH:6]=[CH:7][C:8]=1[N+:9]([O-])=O. (2) Given the product [NH2:23][CH2:22][CH2:21][CH:20]([C:18]1[O:19][C:15]([O:14][CH2:13][CH:7]2[CH2:12][CH2:11][CH2:10][CH2:9][CH2:8]2)=[CH:16][CH:17]=1)[OH:24], predict the reactants needed to synthesize it. The reactants are: [H-].[H-].[H-].[H-].[Li+].[Al+3].[CH:7]1([CH2:13][O:14][C:15]2[O:19][C:18]([CH:20]([OH:24])[CH2:21][C:22]#[N:23])=[CH:17][CH:16]=2)[CH2:12][CH2:11][CH2:10][CH2:9][CH2:8]1.N.CO.C(Cl)Cl. (3) Given the product [CH3:6][O:7][CH:8]([O:23][CH3:24])[C:9]1[C:10]([O:19][CH2:20][O:21][CH3:22])=[C:11]([C:15]([F:17])([F:18])[F:16])[CH:12]=[CH:13][C:14]=1[CH:35]=[O:36], predict the reactants needed to synthesize it. The reactants are: C([Li])CCC.[CH3:6][O:7][CH:8]([O:23][CH3:24])[C:9]1[CH:14]=[CH:13][CH:12]=[C:11]([C:15]([F:18])([F:17])[F:16])[C:10]=1[O:19][CH2:20][O:21][CH3:22].CN(C)CCN(C)C.CN(C)[CH:35]=[O:36].Cl. (4) Given the product [CH2:44]([N:51]1[CH2:55][C@H:54]2[C@H:56]([NH:59][C:8](=[O:10])[C@@H:7]([N:3]3[CH2:4][CH2:5][CH2:6][S:2]3(=[O:1])=[O:15])[CH2:11][CH:12]([CH3:14])[CH3:13])[CH2:57][CH2:58][C@H:53]2[CH2:52]1)[C:45]1[CH:46]=[CH:47][CH:48]=[CH:49][CH:50]=1, predict the reactants needed to synthesize it. The reactants are: [O:1]=[S:2]1(=[O:15])[CH2:6][CH2:5][CH2:4][N:3]1[C@@H:7]([CH2:11][CH:12]([CH3:14])[CH3:13])[C:8]([OH:10])=O.C(N(CC)CC)C.ON1C2C=CC=CC=2N=N1.CC[N+](CCCN(C)C)=C=N.[CH2:44]([N:51]1[CH2:55][C@H:54]2[C@H:56]([NH2:59])[CH2:57][CH2:58][C@H:53]2[CH2:52]1)[C:45]1[CH:50]=[CH:49][CH:48]=[CH:47][CH:46]=1. (5) The reactants are: Br[C:2]1[CH:7]=[C:6]([O:8][CH3:9])[C:5]([O:10][CH3:11])=[CH:4][C:3]=1[CH:12]1[O:16][CH2:15][CH2:14][O:13]1.O1CCCC1.C([Li])CCC.[CH:27]1[C:32]([CH:33]=[O:34])=[CH:31][C:30]2[O:35][CH2:36][O:37][C:29]=2[CH:28]=1. Given the product [O:13]1[CH2:14][CH2:15][O:16][CH:12]1[C:3]1[CH:4]=[C:5]([O:10][CH3:11])[C:6]([O:8][CH3:9])=[CH:7][C:2]=1[CH:33]([C:32]1[CH:27]=[CH:28][C:29]2[O:37][CH2:36][O:35][C:30]=2[CH:31]=1)[OH:34], predict the reactants needed to synthesize it. (6) The reactants are: [C:1]1([C@H:7]([OH:11])[CH2:8][C:9]#[N:10])[CH:6]=[CH:5][CH:4]=[CH:3][CH:2]=1. Given the product [C:1]1([C@H:7]([OH:11])[CH2:8][CH2:9][NH2:10])[CH:6]=[CH:5][CH:4]=[CH:3][CH:2]=1, predict the reactants needed to synthesize it. (7) The reactants are: C[O:2][C:3](=[O:30])[C:4]1[CH:9]=[CH:8][C:7]([CH:10]([CH3:28])[C:11]([OH:27])([C:16]2[CH:17]=[CH:18][C:19]3[O:23][C:22](=[O:24])[N:21]([CH3:25])[C:20]=3[CH:26]=2)[C:12]([F:15])([F:14])[F:13])=[C:6]([Cl:29])[CH:5]=1.[Li+].[OH-]. Given the product [Cl:29][C:6]1[CH:5]=[C:4]([CH:9]=[CH:8][C:7]=1[CH:10]([CH3:28])[C:11]([OH:27])([C:16]1[CH:17]=[CH:18][C:19]2[O:23][C:22](=[O:24])[N:21]([CH3:25])[C:20]=2[CH:26]=1)[C:12]([F:14])([F:13])[F:15])[C:3]([OH:30])=[O:2], predict the reactants needed to synthesize it. (8) Given the product [NH2:27][C:26]1[S:25][C:23]2[N:24]=[C:19]([N:4]([CH:1]3[CH2:3][CH2:2]3)[C:5]3[CH:6]=[C:7]([NH:11][C:12](=[O:18])[O:13][C:14]([CH3:17])([CH3:16])[CH3:15])[CH:8]=[CH:9][CH:10]=3)[N:20]=[CH:21][C:22]=2[N:28]=1, predict the reactants needed to synthesize it. The reactants are: [CH:1]1([N:4]([C:19]2[N:24]=[C:23]([S:25][C:26]#[N:27])[C:22]([N+:28]([O-])=O)=[CH:21][N:20]=2)[C:5]2[CH:6]=[C:7]([NH:11][C:12](=[O:18])[O:13][C:14]([CH3:17])([CH3:16])[CH3:15])[CH:8]=[CH:9][CH:10]=2)[CH2:3][CH2:2]1.CN1CCCC1=O.O.[Cl-].[Ca+2].[Cl-]. (9) Given the product [CH2:1]([N:8]1[CH2:13][CH2:12][C:11]2([C:17]3[CH:18]=[C:19]([Cl:22])[CH:20]=[CH:21][C:16]=3[CH2:15][O:14]2)[CH2:10][CH2:9]1)[C:2]1[CH:3]=[CH:4][CH:5]=[CH:6][CH:7]=1, predict the reactants needed to synthesize it. The reactants are: [CH2:1]([N:8]1[CH2:13][CH2:12][C:11]2([C:17]3[CH:18]=[C:19]([Cl:22])[CH:20]=[CH:21][C:16]=3[C:15](=O)[O:14]2)[CH2:10][CH2:9]1)[C:2]1[CH:7]=[CH:6][CH:5]=[CH:4][CH:3]=1.B.Cl.[OH-].[Na+]. (10) Given the product [CH2:47]([CH:45]([C:33]1[CH:32]=[C:31]([OH:30])[CH:36]=[C:35]([CH:37]([CH2:39][CH2:40][CH3:41])[CH2:42][CH2:43][CH3:44])[CH:34]=1)[CH2:50][CH2:51][CH3:52])[CH2:48][CH3:49], predict the reactants needed to synthesize it. The reactants are: C(OC1C=C(C(C)(C)O)C=C(C(C)(C)O)C=1)C1C=CC=CC=1.C([O:30][C:31]1[CH:32]=[C:33]([C:45]([CH2:50][CH2:51][CH3:52])([CH2:47][CH2:48][CH3:49])O)[CH:34]=[C:35]([C:37]([CH2:42][CH2:43][CH3:44])([CH2:39][CH2:40][CH3:41])O)[CH:36]=1)C1C=CC=CC=1.